From a dataset of Full USPTO retrosynthesis dataset with 1.9M reactions from patents (1976-2016). Predict the reactants needed to synthesize the given product. Given the product [CH:15]12[CH2:1][CH:16]1[CH2:17][CH2:18][CH:13]([C:19]([O:21][CH3:22])=[O:20])[CH2:14]2, predict the reactants needed to synthesize it. The reactants are: [CH2:1]([Zn]CC)C.FC(F)(F)C(O)=O.[CH:13]1([C:19]([O:21][CH3:22])=[O:20])[CH2:18][CH2:17][CH:16]=[CH:15][CH2:14]1.